Dataset: Forward reaction prediction with 1.9M reactions from USPTO patents (1976-2016). Task: Predict the product of the given reaction. (1) The product is: [CH3:1][CH:2]([N:18]([CH3:19])[CH3:20])[CH2:3][N:4]1[C:5]2[CH:6]=[CH:7][CH:8]=[CH:9][C:10]=2[S:11][C:12]2[CH:17]=[CH:16][CH:15]=[CH:14][C:13]1=2.[C:65]([C@:60]([C:61]([O-:63])=[O:62])([OH:64])[C@:59]([C:51](=[O:58])[C:52]1[CH:57]=[CH:56][CH:55]=[CH:54][CH:53]=1)([OH:73])[C:74]([O-:76])=[O:75])(=[O:72])[C:66]1[CH:71]=[CH:70][CH:69]=[CH:68][CH:67]=1. Given the reactants [CH3:1][CH:2]([N:18]([CH3:20])[CH3:19])[CH2:3][N:4]1[C:13]2[CH:14]=[CH:15][CH:16]=[CH:17][C:12]=2[S:11][C:10]2[CH:9]=[CH:8][CH:7]=[CH:6][C:5]1=2.C([C@H]([C@@H](C([O-])=O)O)O)([O-])=O.CC(N(C)C)CN1C2C=CC=CC=2SC2C=CC=CC1=2.[C:51]([C@:59]([C:74]([OH:76])=[O:75])([OH:73])[C@:60]([C:65](=[O:72])[C:66]1[CH:71]=[CH:70][CH:69]=[CH:68][CH:67]=1)([OH:64])[C:61]([OH:63])=[O:62])(=[O:58])[C:52]1[CH:57]=[CH:56][CH:55]=[CH:54][CH:53]=1, predict the reaction product. (2) Given the reactants [Si:1]([O:8][C@@H:9]1[CH2:14][CH2:13][C@H:12]([C:15]2[N:16]([C:20]3[C:29]([N+:30]([O-])=O)=[CH:28][C:23]([C:24]([O:26][CH3:27])=[O:25])=[C:22]([CH3:33])[CH:21]=3)[CH:17]=[CH:18][N:19]=2)[CH2:11][CH2:10]1)([C:4]([CH3:7])([CH3:6])[CH3:5])([CH3:3])[CH3:2], predict the reaction product. The product is: [NH2:30][C:29]1[C:20]([N:16]2[CH:17]=[CH:18][N:19]=[C:15]2[C@H:12]2[CH2:13][CH2:14][C@@H:9]([O:8][Si:1]([C:4]([CH3:7])([CH3:6])[CH3:5])([CH3:2])[CH3:3])[CH2:10][CH2:11]2)=[CH:21][C:22]([CH3:33])=[C:23]([CH:28]=1)[C:24]([O:26][CH3:27])=[O:25]. (3) Given the reactants [N+:1]([C:4]1[CH:5]=[C:6]([N:10]2[CH2:15][CH2:14][N:13]([C:16]([C:18]3[CH:23]=[CH:22][CH:21]=[CH:20][CH:19]=3)=[O:17])[CH2:12][CH2:11]2)[CH:7]=[CH:8][CH:9]=1)([O-])=O, predict the reaction product. The product is: [NH2:1][C:4]1[CH:5]=[C:6]([N:10]2[CH2:11][CH2:12][N:13]([C:16]([C:18]3[CH:19]=[CH:20][CH:21]=[CH:22][CH:23]=3)=[O:17])[CH2:14][CH2:15]2)[CH:7]=[CH:8][CH:9]=1. (4) Given the reactants [Cl:1][C:2]1[C:11]2[C:6](=[CH:7][CH:8]=[CH:9][CH:10]=2)[CH:5]=[CH:4][C:3]=1[NH2:12].Cl[C:14]1[C:19]([C:20]([O:22][CH2:23][CH3:24])=[O:21])=[CH:18][N:17]=[C:16]([Cl:25])[CH:15]=1.Cl, predict the reaction product. The product is: [Cl:25][C:16]1[CH:15]=[C:14]([NH:12][C:3]2[CH:4]=[CH:5][C:6]3[C:11](=[CH:10][CH:9]=[CH:8][CH:7]=3)[C:2]=2[Cl:1])[C:19]([C:20]([O:22][CH2:23][CH3:24])=[O:21])=[CH:18][N:17]=1.